Dataset: Catalyst prediction with 721,799 reactions and 888 catalyst types from USPTO. Task: Predict which catalyst facilitates the given reaction. Reactant: [CH:1]1([CH:7]([NH:12][C:13]([O:15][C:16]([CH3:19])([CH3:18])[CH3:17])=[O:14])[CH2:8][C:9]([OH:11])=O)[CH2:6][CH2:5][CH2:4][CH2:3][CH2:2]1.CN([C:23]([O:27][N:28]1N=NC2C=CC=C[C:29]1=2)=[N+](C)C)C.F[P-](F)(F)(F)(F)F.C(N(CC)CC)C.Cl.CNOC. Product: [CH3:29][N:28]([O:27][CH3:23])[C:9](=[O:11])[CH2:8][CH:7]([CH:1]1[CH2:2][CH2:3][CH2:4][CH2:5][CH2:6]1)[NH:12][C:13]([O:15][C:16]([CH3:19])([CH3:18])[CH3:17])=[O:14]. The catalyst class is: 3.